This data is from Full USPTO retrosynthesis dataset with 1.9M reactions from patents (1976-2016). The task is: Predict the reactants needed to synthesize the given product. (1) Given the product [Cl:17][C:9]1[C:10]2[C:5](=[CH:4][C:3]([O:13][CH3:14])=[C:2]([F:1])[CH:11]=2)[CH:6]=[CH:7][N:8]=1, predict the reactants needed to synthesize it. The reactants are: [F:1][C:2]1[CH:11]=[C:10]2[C:5]([CH:6]=[CH:7][NH:8][C:9]2=O)=[CH:4][C:3]=1[O:13][CH3:14].O=P(Cl)(Cl)[Cl:17]. (2) Given the product [CH2:16]([S:12][C:10]1[NH:11][C:7]([C:4]2[CH:3]=[CH:2][N:1]=[CH:6][CH:5]=2)=[N:8][N:9]=1)[C:15]#[CH:14], predict the reactants needed to synthesize it. The reactants are: [N:1]1[CH:6]=[CH:5][C:4]([C:7]2[NH:11][C:10](=[S:12])[NH:9][N:8]=2)=[CH:3][CH:2]=1.Br[CH2:14][C:15]#[CH:16].C([O-])(=O)C.[Na+].O.